Dataset: Reaction yield outcomes from USPTO patents with 853,638 reactions. Task: Predict the reaction yield, written as a fraction of the theoretical maximum amount of product (1.0 means a 100% yield; for example, 0.34 means a 34% yield). (1) The reactants are C(N(CC)CC)C.[C:8]1(B(O)O)[CH:13]=[CH:12][CH:11]=[CH:10][CH:9]=1.[O:17]=[C:18]1[C:27]([C:28]#[N:29])=[C:26]([N:30]2[CH2:35][CH2:34][N:33]([C:36]([C:38]3[S:39][CH:40]=[CH:41][CH:42]=3)=[O:37])[CH2:32][CH2:31]2)[C:25]2[C:20](=[CH:21][CH:22]=[CH:23][CH:24]=2)[NH:19]1. The catalyst is ClCCl. The product is [O:17]=[C:18]1[C:27]([C:28]#[N:29])=[C:26]([N:30]2[CH2:35][CH2:34][N:33]([C:36]([C:38]3[S:39][CH:40]=[CH:41][CH:42]=3)=[O:37])[CH2:32][CH2:31]2)[C:13]2[C:8](=[CH:9][CH:10]=[CH:11][CH:12]=2)[N:19]1[C:20]1[CH:21]=[CH:22][CH:23]=[CH:24][CH:25]=1. The yield is 0.310. (2) The reactants are [CH2:1]1[C@@H:8]2[C@@H:4]([CH2:5][C:6](=[O:9])[CH2:7]2)[CH2:3][C:2]1=[O:10].[CH3:11][C:12]([CH3:17])([CH2:15]O)[CH2:13][OH:14].O.C1(C)C=CC(S(O)(=O)=O)=CC=1.C([O-])([O-])=O.[K+].[K+]. The catalyst is C1(C)C=CC=CC=1. The product is [CH3:11][C:12]1([CH3:17])[CH2:13][O:14][C:6]2([CH2:7][CH:8]3[CH:4]([CH2:3][C:2](=[O:10])[CH2:1]3)[CH2:5]2)[O:9][CH2:15]1. The yield is 0.458. (3) The reactants are C(OC([N:8]1[CH2:13][CH2:12][CH2:11][C@H:10]([C:14]2[O:18][N:17]=[C:16]([O:19][C:20]3[CH:25]=[CH:24][CH:23]=[CH:22][CH:21]=3)[N:15]=2)[CH2:9]1)=O)(C)(C)C.[ClH:26]. The catalyst is O1CCOCC1. The product is [ClH:26].[O:19]([C:16]1[N:15]=[C:14]([C@H:10]2[CH2:11][CH2:12][CH2:13][NH:8][CH2:9]2)[O:18][N:17]=1)[C:20]1[CH:21]=[CH:22][CH:23]=[CH:24][CH:25]=1. The yield is 0.960. (4) The reactants are [CH:1]1([C:4]2[C:13]3[C:8](=[CH:9][CH:10]=[CH:11][CH:12]=3)[CH:7]=[N:6][C:5]=2[N:14]([CH2:27][C:28]2[CH:33]=[CH:32][C:31]([O:34][C:35]([F:38])([F:37])[F:36])=[CH:30][CH:29]=2)[S:15]([C:18]2[CH:26]=[CH:25][C:21]([C:22]([NH2:24])=O)=[CH:20][CH:19]=2)(=[O:17])=[O:16])[CH2:3][CH2:2]1.COC(OC)[N:42]([CH3:44])C.O.[NH2:48]N. No catalyst specified. The product is [CH:1]1([C:4]2[C:13]3[C:8](=[CH:9][CH:10]=[CH:11][CH:12]=3)[CH:7]=[N:6][C:5]=2[N:14]([CH2:27][C:28]2[CH:29]=[CH:30][C:31]([O:34][C:35]([F:38])([F:36])[F:37])=[CH:32][CH:33]=2)[S:15]([C:18]2[CH:19]=[CH:20][C:21]([C:22]3[NH:48][N:42]=[CH:44][N:24]=3)=[CH:25][CH:26]=2)(=[O:16])=[O:17])[CH2:3][CH2:2]1. The yield is 0.310. (5) The reactants are [CH2:1]([O:8][C:9]1[C:14]2[CH:15]=[C:16]([C:18]3[N:19]=[C:20]4[N:24]([CH:25]=3)[N:23]=[C:22](Br)[S:21]4)[O:17][C:13]=2[CH:12]=[C:11]([F:27])[CH:10]=1)[C:2]1[CH:7]=[CH:6][CH:5]=[CH:4][CH:3]=1.[CH3:28][O-:29].[Na+]. The catalyst is ClCCl.CO. The product is [CH2:1]([O:8][C:9]1[C:14]2[CH:15]=[C:16]([C:18]3[N:19]=[C:20]4[N:24]([CH:25]=3)[N:23]=[C:22]([O:29][CH3:28])[S:21]4)[O:17][C:13]=2[CH:12]=[C:11]([F:27])[CH:10]=1)[C:2]1[CH:7]=[CH:6][CH:5]=[CH:4][CH:3]=1. The yield is 0.820. (6) The reactants are [C:1]([O:5][C:6]([N:8]1[CH2:13][CH2:12][N:11]([C:14]2[CH:19]=[CH:18][C:17]([NH2:20])=[C:16](N3C(C)=CC=C3C)[CH:15]=2)[CH2:10][CH2:9]1)=[O:7])([CH3:4])([CH3:3])[CH3:2].[C:28]([C:30]1[O:34][C:33]([C:35](Cl)=[O:36])=[CH:32][CH:31]=1)#[N:29].CC[N:40]([CH:44]([CH3:46])[CH3:45])[CH:41]([CH3:43])[CH3:42]. No catalyst specified. The product is [C:1]([O:5][C:6]([N:8]1[CH2:9][CH2:10][N:11]([C:14]2[CH:19]=[CH:18][C:17]([NH:20][C:35]([C:33]3[O:34][C:30]([C:28]#[N:29])=[CH:31][CH:32]=3)=[O:36])=[CH:16][C:15]=2[N:40]2[C:41]([CH3:42])=[CH:43][CH:46]=[C:44]2[CH3:45])[CH2:12][CH2:13]1)=[O:7])([CH3:2])([CH3:3])[CH3:4]. The yield is 0.380. (7) The reactants are [CH3:1][O:2][C:3](=[O:26])[C:4]1[CH:9]=[C:8]([C:10]2[O:11][CH:12]=[CH:13][N:14]=2)[CH:7]=[C:6]([NH:15][C:16]([O:18][CH2:19][C:20]2[CH:25]=[CH:24][CH:23]=[CH:22][CH:21]=2)=[O:17])[CH:5]=1.[H-].[Na+].[CH2:29](Br)[CH:30]=[CH2:31]. The catalyst is C1COCC1.CCCC[N+](CCCC)(CCCC)CCCC.[I-]. The product is [CH3:1][O:2][C:3](=[O:26])[C:4]1[CH:9]=[C:8]([C:10]2[O:11][CH:12]=[CH:13][N:14]=2)[CH:7]=[C:6]([N:15]([CH2:31][CH:30]=[CH2:29])[C:16]([O:18][CH2:19][C:20]2[CH:25]=[CH:24][CH:23]=[CH:22][CH:21]=2)=[O:17])[CH:5]=1. The yield is 0.820. (8) The reactants are [N+:1]([C:4]1[CH:30]=[CH:29][C:7]2[C:8](=[O:28])[N:9]([CH2:23][CH2:24][N:25]([CH3:27])[CH3:26])[C:10]3[C:15]([C:6]=2[CH:5]=1)=[CH:14][N:13]=[C:12]1[CH:16]=[C:17]2[O:22][CH2:21][O:20][C:18]2=[CH:19][C:11]=31)([O-])=O.O.NN. The catalyst is C(O)C.[Ni]. The product is [NH2:1][C:4]1[CH:30]=[CH:29][C:7]2[C:8](=[O:28])[N:9]([CH2:23][CH2:24][N:25]([CH3:27])[CH3:26])[C:10]3[C:15]([C:6]=2[CH:5]=1)=[CH:14][N:13]=[C:12]1[CH:16]=[C:17]2[O:22][CH2:21][O:20][C:18]2=[CH:19][C:11]=31. The yield is 0.611. (9) The reactants are [N+:1]([C:4]1[CH:9]=[CH:8][C:7]([CH2:10][CH2:11][CH2:12][CH:13]=O)=[CH:6][CH:5]=1)([O-:3])=[O:2].[CH2:15]([NH2:18])[CH2:16][NH2:17].C1C(=O)N(Br)C(=O)C1. The catalyst is ClCCl. The product is [N+:1]([C:4]1[CH:9]=[CH:8][C:7]([CH2:10][CH2:11][CH2:12][C:13]2[NH:17][CH2:16][CH2:15][N:18]=2)=[CH:6][CH:5]=1)([O-:3])=[O:2]. The yield is 0.760.